The task is: Predict the reactants needed to synthesize the given product.. This data is from Full USPTO retrosynthesis dataset with 1.9M reactions from patents (1976-2016). (1) The reactants are: [Cl:1][C:2]1[CH:7]=[C:6](Cl)[C:5]([N+:9]([O-:11])=[O:10])=[CH:4][N:3]=1.Cl.[F:13][C:14]1([F:20])[CH2:19][CH2:18][NH:17][CH2:16][CH2:15]1.CCN(CC)CC. Given the product [Cl:1][C:2]1[CH:7]=[C:6]([N:17]2[CH2:18][CH2:19][C:14]([F:20])([F:13])[CH2:15][CH2:16]2)[C:5]([N+:9]([O-:11])=[O:10])=[CH:4][N:3]=1, predict the reactants needed to synthesize it. (2) The reactants are: [CH3:1][C:2]1([CH3:8])[CH2:6][CH2:5][CH2:4][C:3]1=[O:7].[Li+].CC([N-]C(C)C)C.C1(N([S:24]([C:27]([F:30])([F:29])[F:28])(=[O:26])=[O:25])[S:24]([C:27]([F:30])([F:29])[F:28])(=[O:26])=[O:25])C=CC=CC=1. Given the product [F:28][C:27]([F:30])([F:29])[S:24]([O:7][C:3]1[C:2]([CH3:8])([CH3:1])[CH2:6][CH2:5][CH:4]=1)(=[O:26])=[O:25], predict the reactants needed to synthesize it. (3) Given the product [NH2:1][C:2]1[C:3]([F:16])=[C:4]([NH:9][S:10]([N:23]2[CH2:27][CH2:26][CH2:25][CH2:24]2)(=[O:11])=[O:12])[CH:5]=[CH:6][C:7]=1[F:8], predict the reactants needed to synthesize it. The reactants are: [NH2:1][C:2]1[C:3]([F:16])=[C:4]([NH:9][S:10](CCC)(=[O:12])=[O:11])[CH:5]=[CH:6][C:7]=1[F:8].C(=O)([O-])[O-].[K+].[K+].[N:23]1(S(Cl)(=O)=O)[CH2:27][CH2:26][CH2:25][CH2:24]1.[OH-].[Na+].Cl. (4) Given the product [CH3:61][N:58]1[CH2:59][CH2:60][C:55](=[C:52]2[C:51]3[CH:62]=[CH:63][CH:64]=[CH:65][C:50]=3[CH2:49][CH2:48][C:47]3[CH:46]=[C:45]([CH:10]=[CH:9][C:8]([O:12][CH2:13][CH3:14])=[O:11])[S:54][C:53]2=3)[CH2:56][CH2:57]1, predict the reactants needed to synthesize it. The reactants are: C(N(CC)CC)C.[C:8]([O:12][CH2:13][CH3:14])(=[O:11])[CH:9]=[CH2:10].C1(C)C(C(P(C(C2C(C)=CC=CC=2)=O)C(C2C(C)=CC=CC=2)=O)=O)=CC=CC=1.Br.Br[C:45]1[S:54][C:53]2[C:52](=[C:55]3[CH2:60][CH2:59][N:58]([CH3:61])[CH2:57][CH2:56]3)[C:51]3[CH:62]=[CH:63][CH:64]=[CH:65][C:50]=3[CH2:49][CH2:48][C:47]=2[CH:46]=1.[Cl-].[NH4+]. (5) The reactants are: [H-].[Na+].CN(C=O)C.[Br:8][C:9]1[CH:14]=[CH:13][C:12]([OH:15])=[CH:11][CH:10]=1.F[C:17]1[N:25]=[CH:24][C:23]([O:26][CH3:27])=[CH:22][C:18]=1[C:19]([OH:21])=[O:20].C(O)(=O)C.Cl. Given the product [Br:8][C:9]1[CH:14]=[CH:13][C:12]([O:15][C:17]2[N:25]=[CH:24][C:23]([O:26][CH3:27])=[CH:22][C:18]=2[C:19]([OH:21])=[O:20])=[CH:11][CH:10]=1, predict the reactants needed to synthesize it. (6) Given the product [Cl:23][C:24]1[CH:25]=[CH:26][C:27]([C@H:30]([CH3:34])[C:31]([NH:1][C:2]2[CH:11]=[CH:10][CH:9]=[C:8]3[C:3]=2[CH:4]=[CH:5][N:6]([C@H:13]([CH:20]([CH3:22])[CH3:21])[C:14]([NH:16][CH:17]2[CH2:19][CH2:18]2)=[O:15])[C:7]3=[O:12])=[O:32])=[CH:28][CH:29]=1, predict the reactants needed to synthesize it. The reactants are: [NH2:1][C:2]1[CH:11]=[CH:10][CH:9]=[C:8]2[C:3]=1[CH:4]=[CH:5][N:6]([C@H:13]([CH:20]([CH3:22])[CH3:21])[C:14]([NH:16][CH:17]1[CH2:19][CH2:18]1)=[O:15])[C:7]2=[O:12].[Cl:23][C:24]1[CH:29]=[CH:28][C:27]([C@H:30]([CH3:34])[C:31](O)=[O:32])=[CH:26][CH:25]=1.F[P-](F)(F)(F)(F)F.C[N+](C)=C(N(C)C)ON1C2N=CC=CC=2N=N1.C(N(CC)C(C)C)(C)C.CN(C)C=O. (7) The reactants are: [Br:1][C:2]1[CH:3]=[CH:4]/[C:5](=N\C(=O)C)/[N:6]([CH:8]([F:10])[F:9])[CH:7]=1.[OH:15]S([O-])(=O)=O.[K+]. Given the product [Br:1][C:2]1[CH:3]=[CH:4][C:5](=[O:15])[N:6]([CH:8]([F:10])[F:9])[CH:7]=1, predict the reactants needed to synthesize it.